This data is from Cav3 T-type calcium channel HTS with 100,875 compounds. The task is: Binary Classification. Given a drug SMILES string, predict its activity (active/inactive) in a high-throughput screening assay against a specified biological target. (1) The compound is Clc1ccc(S(=O)(=O)Nc2nc3c(nc2NC2CCN(CC2)C(OCC)=O)cccc3)cc1. The result is 0 (inactive). (2) The drug is O1c2c(OC1)ccc(c2)C(=O)Nc1ccc(c2nc(on2)c2cc(OC)c(OC)c(OC)c2)cc1. The result is 0 (inactive).